This data is from Reaction yield outcomes from USPTO patents with 853,638 reactions. The task is: Predict the reaction yield, written as a fraction of the theoretical maximum amount of product (1.0 means a 100% yield; for example, 0.34 means a 34% yield). (1) The reactants are [F:1][C@H:2]1[CH2:6][NH:5][C@H:4]([C:7]([OH:9])=[O:8])[CH2:3]1.[CH2:10]=O.Cl. The catalyst is [Pd]. The product is [F:1][C@H:2]1[CH2:6][N:5]([CH3:10])[C@H:4]([C:7]([OH:9])=[O:8])[CH2:3]1. The yield is 0.540. (2) The reactants are [O:1]1[CH2:6][CH2:5][CH:4]([N:7]2[C:16]3[C:11](=[N:12][CH:13]=[C:14]([Sn](C)(C)C)[N:15]=3)[NH:10][C:9](=[O:21])[CH2:8]2)[CH2:3][CH2:2]1.Br[C:23]1[CH:24]=[CH:25][C:26]([C:29]2[N:33]=[CH:32][N:31]([CH:34]3[CH2:39][CH2:38][CH2:37][CH2:36][O:35]3)[N:30]=2)=[N:27][CH:28]=1.C1(C)C=CC=CC=1P(C1C=CC=CC=1C)C1C=CC=CC=1C.C(N(CC)CC)C. The catalyst is C1C=CC(/C=C/C(/C=C/C2C=CC=CC=2)=O)=CC=1.C1C=CC(/C=C/C(/C=C/C2C=CC=CC=2)=O)=CC=1.C1C=CC(/C=C/C(/C=C/C2C=CC=CC=2)=O)=CC=1.[Pd].[Pd].CN(C)C=O. The product is [O:35]1[CH2:36][CH2:37][CH2:38][CH2:39][CH:34]1[N:31]1[CH:32]=[N:33][C:29]([C:26]2[N:27]=[CH:28][C:23]([C:14]3[N:15]=[C:16]4[N:7]([CH:4]5[CH2:5][CH2:6][O:1][CH2:2][CH2:3]5)[CH2:8][C:9](=[O:21])[NH:10][C:11]4=[N:12][CH:13]=3)=[CH:24][CH:25]=2)=[N:30]1. The yield is 0.390. (3) The reactants are C(NC(C1SC(N2C(O)CN(CC3C=CC(F)=CC=3)C2=O)=NC=1C)=O)C1C=CC=CC=1.[F:32][C:33]1[CH:62]=[CH:61][C:36]([CH2:37][N:38]2[CH2:42][CH:41](O)[N:40]([C:44]3[S:45][C:46]([C:50]([NH:52][CH2:53][C:54]4[CH:55]=[N:56][CH:57]=[CH:58][CH:59]=4)=[O:51])=[C:47]([CH3:49])[N:48]=3)[C:39]2=[O:60])=[CH:35][CH:34]=1. No catalyst specified. The product is [F:32][C:33]1[CH:34]=[CH:35][C:36]([CH2:37][N:38]2[CH:42]=[CH:41][N:40]([C:44]3[S:45][C:46]([C:50]([NH:52][CH2:53][C:54]4[CH:55]=[N:56][CH:57]=[CH:58][CH:59]=4)=[O:51])=[C:47]([CH3:49])[N:48]=3)[C:39]2=[O:60])=[CH:61][CH:62]=1. The yield is 0.810. (4) The reactants are [Br:1][C:2]1[CH:7]=[CH:6][C:5]([C:8]2[C:14]3[CH:15]=[C:16]([O:19][CH3:20])[CH:17]=[CH:18][C:13]=3[N:12]3[C:21]([CH3:24])=[N:22][N:23]=[C:11]3[C@H:10]([CH2:25][C:26]([O:28]C)=[O:27])[N:9]=2)=[CH:4][CH:3]=1.[OH-].[Li+].C(O)(=O)C. The catalyst is CO.O. The product is [Br:1][C:2]1[CH:7]=[CH:6][C:5]([C:8]2[C:14]3[CH:15]=[C:16]([O:19][CH3:20])[CH:17]=[CH:18][C:13]=3[N:12]3[C:21]([CH3:24])=[N:22][N:23]=[C:11]3[C@H:10]([CH2:25][C:26]([OH:28])=[O:27])[N:9]=2)=[CH:4][CH:3]=1. The yield is 0.744. (5) The reactants are [CH2:1]([N:8]1[CH2:31][CH2:30][C:11]2([N:15]=[C:14]([C:16]3[CH:21]=[CH:20][C:19]([Br:22])=[CH:18][CH:17]=3)[N:13]([CH2:23][C@@H:24]3[CH2:28][CH2:27][NH:26][CH2:25]3)[C:12]2=[O:29])[CH2:10][CH2:9]1)[C:2]1[CH:7]=[CH:6][CH:5]=[CH:4][CH:3]=1.C(N(CC)CC)C.[CH:39]1([C:42](Cl)=[O:43])[CH2:41][CH2:40]1.CO. The catalyst is C(Cl)Cl. The product is [CH2:1]([N:8]1[CH2:9][CH2:10][C:11]2([N:15]=[C:14]([C:16]3[CH:21]=[CH:20][C:19]([Br:22])=[CH:18][CH:17]=3)[N:13]([CH2:23][C@@H:24]3[CH2:28][CH2:27][N:26]([C:42]([CH:39]4[CH2:41][CH2:40]4)=[O:43])[CH2:25]3)[C:12]2=[O:29])[CH2:30][CH2:31]1)[C:2]1[CH:3]=[CH:4][CH:5]=[CH:6][CH:7]=1. The yield is 0.990.